This data is from Full USPTO retrosynthesis dataset with 1.9M reactions from patents (1976-2016). The task is: Predict the reactants needed to synthesize the given product. (1) Given the product [Cl:1][C:2]1[CH:3]=[CH:4][C:5]([C:21]#[N:22])=[C:6]([C:8]2[CH:13]=[CH:12][N:11]([CH:14]([CH2:18][CH3:19])[C:15]([NH:32][C:31]3[CH:33]=[CH:34][C:28]([C:27]4[NH:26][N:25]=[N:24][N:23]=4)=[CH:29][CH:30]=3)=[O:17])[C:10](=[O:20])[CH:9]=2)[CH:7]=1, predict the reactants needed to synthesize it. The reactants are: [Cl:1][C:2]1[CH:3]=[CH:4][C:5]([C:21]#[N:22])=[C:6]([C:8]2[CH:13]=[CH:12][N:11]([CH:14]([CH2:18][CH3:19])[C:15]([OH:17])=O)[C:10](=[O:20])[CH:9]=2)[CH:7]=1.[NH:23]1[C:27]([C:28]2[CH:34]=[CH:33][C:31]([NH2:32])=[CH:30][CH:29]=2)=[N:26][N:25]=[N:24]1. (2) Given the product [Cl:5][C:6]1[CH:11]=[C:10]([Cl:12])[CH:9]=[CH:8][C:7]=1[N:13]1[C:18]2=[N:19][C:20]3[CH:25]=[CH:24][CH:23]=[C:22]([CH:26]([N:31]([CH3:30])[CH3:35])[CH2:1][CH3:2])[C:21]=3[N:17]2[CH2:16][CH2:15][CH2:14]1, predict the reactants needed to synthesize it. The reactants are: [CH2:1]([Mg]Br)[CH3:2].[Cl:5][C:6]1[CH:11]=[C:10]([Cl:12])[CH:9]=[CH:8][C:7]=1[N:13]1[C:18]2=[N:19][C:20]3[C:21](=[C:22]([C:26]#N)[CH:23]=[CH:24][CH:25]=3)[N:17]2[CH2:16][CH2:15][CH2:14]1.[BH4-].[Na+].[C:30]([BH3-])#[N:31].[Na+].O1CCC[CH2:35]1. (3) Given the product [OH:8][CH2:9][C:10]1[C:19]([C:20]2[CH:25]=[CH:24][C:23]([O:26][CH2:27][O:28][CH2:29][C:30]3[CH:35]=[CH:34][CH:33]=[CH:32][CH:31]=3)=[CH:22][C:21]=2[O:36][CH3:1])=[CH:18][CH:17]=[C:16]2[C:11]=1[C:12]([CH3:39])=[CH:13][C:14]([CH3:38])([CH3:37])[NH:15]2, predict the reactants needed to synthesize it. The reactants are: [C:1](=O)([O-])[O-].[K+].[K+].O.[OH:8][CH2:9][C:10]1[C:19]([C:20]2[CH:25]=[CH:24][C:23]([O:26][CH2:27][O:28][CH2:29][C:30]3[CH:35]=[CH:34][CH:33]=[CH:32][CH:31]=3)=[CH:22][C:21]=2[OH:36])=[CH:18][CH:17]=[C:16]2[C:11]=1[C:12]([CH3:39])=[CH:13][C:14]([CH3:38])([CH3:37])[NH:15]2.CI. (4) Given the product [Cl:31][C:32]1[CH:33]=[C:34]([CH:57]=[CH:58][C:59]=1[Cl:60])[CH2:35][N:36]([CH3:56])[C:37]([C:39]1[CH2:43][N:42]([CH2:44][CH2:45][C:46](=[O:47])[NH2:48])[C:41](=[O:54])[C:40]=1[OH:55])=[O:38], predict the reactants needed to synthesize it. The reactants are: ClC1C=C(C=CC=1Cl)CN(C)C(=O)C=C1C(=O)OC(C)(C)O1.C=O.NCCC(N)=O.[Cl:31][C:32]1[CH:33]=[C:34]([CH:57]=[CH:58][C:59]=1[Cl:60])[CH2:35][N:36]([CH3:56])[C:37]([C:39]1[CH2:43][N:42]([CH2:44][CH2:45][C:46]([NH:48]CCC(O)=O)=[O:47])[C:41](=[O:54])[C:40]=1[OH:55])=[O:38]. (5) Given the product [Cl:26][C:16]1[C:15]2[C:20](=[CH:21][C:12]([S:9]([NH:8][C:7]3([C:6]([OH:31])=[O:5])[CH2:30][CH2:29][CH2:28][CH2:27]3)(=[O:10])=[O:11])=[CH:13][CH:14]=2)[C:19]([NH:22][C:23]([NH2:25])=[NH:24])=[N:18][CH:17]=1, predict the reactants needed to synthesize it. The reactants are: [OH-].[Na+].C([O:5][C:6](=[O:31])[C:7]1([CH2:30][CH2:29][CH2:28][CH2:27]1)[NH:8][S:9]([C:12]1[CH:21]=[C:20]2[C:15]([C:16]([Cl:26])=[CH:17][N:18]=[C:19]2[NH:22][C:23]([NH2:25])=[NH:24])=[CH:14][CH:13]=1)(=[O:11])=[O:10])C.Cl. (6) The reactants are: [C:1]([O:5][C:6]([N:8]([CH2:10][C:11]1[CH:12]=[C:13]([C:31]2[CH:36]=[CH:35][CH:34]=[CH:33][C:32]=2[F:37])[N:14]([S:16]([C:19]2[CH:20]=[C:21]([CH:28]=[CH:29][CH:30]=2)[O:22][CH2:23][C:24]([O:26]C)=O)(=[O:18])=[O:17])[CH:15]=1)[CH3:9])=[O:7])([CH3:4])([CH3:3])[CH3:2].[CH3:38][NH2:39]. Given the product [F:37][C:32]1[CH:33]=[CH:34][CH:35]=[CH:36][C:31]=1[C:13]1[N:14]([S:16]([C:19]2[CH:30]=[CH:29][CH:28]=[C:21]([O:22][CH2:23][C:24]([NH:39][CH3:38])=[O:26])[CH:20]=2)(=[O:17])=[O:18])[CH:15]=[C:11]([CH2:10][N:8]([CH3:9])[C:6](=[O:7])[O:5][C:1]([CH3:3])([CH3:2])[CH3:4])[CH:12]=1, predict the reactants needed to synthesize it. (7) Given the product [F:18][C:13]([F:19])([C:10]1[CH:11]=[CH:12][C:7]([B:20]([OH:23])[OH:21])=[CH:8][CH:9]=1)[C:14]([F:17])([F:16])[F:15], predict the reactants needed to synthesize it. The reactants are: C([Li])CCC.Br[C:7]1[CH:12]=[CH:11][C:10]([C:13]([F:19])([F:18])[C:14]([F:17])([F:16])[F:15])=[CH:9][CH:8]=1.[B:20](OC)([O:23]C)[O:21]C.Cl. (8) Given the product [CH2:21]([O:28][CH2:29][C@H:30]([CH2:32][O:33][C:1]([C:14]1[CH:19]=[CH:18][CH:17]=[CH:16][CH:15]=1)([C:8]1[CH:13]=[CH:12][CH:11]=[CH:10][CH:9]=1)[C:2]1[CH:7]=[CH:6][CH:5]=[CH:4][CH:3]=1)[OH:31])[C:22]1[CH:27]=[CH:26][CH:25]=[CH:24][CH:23]=1, predict the reactants needed to synthesize it. The reactants are: [C:1](Cl)([C:14]1[CH:19]=[CH:18][CH:17]=[CH:16][CH:15]=1)([C:8]1[CH:13]=[CH:12][CH:11]=[CH:10][CH:9]=1)[C:2]1[CH:7]=[CH:6][CH:5]=[CH:4][CH:3]=1.[CH2:21]([O:28][CH2:29][C@@H:30]([CH2:32][OH:33])[OH:31])[C:22]1[CH:27]=[CH:26][CH:25]=[CH:24][CH:23]=1.C(N(CC)C1C=CN=CC=1)C.CO.